Dataset: NCI-60 drug combinations with 297,098 pairs across 59 cell lines. Task: Regression. Given two drug SMILES strings and cell line genomic features, predict the synergy score measuring deviation from expected non-interaction effect. (1) Drug 1: C1=NNC2=C1C(=O)NC=N2. Cell line: NCI/ADR-RES. Synergy scores: CSS=1.29, Synergy_ZIP=-0.230, Synergy_Bliss=-0.793, Synergy_Loewe=-0.715, Synergy_HSA=-2.25. Drug 2: C1C(C(OC1N2C=NC3=C2NC=NCC3O)CO)O. (2) Cell line: SW-620. Drug 1: CN1C(=O)N2C=NC(=C2N=N1)C(=O)N. Synergy scores: CSS=-2.96, Synergy_ZIP=1.56, Synergy_Bliss=-0.220, Synergy_Loewe=-2.50, Synergy_HSA=-5.19. Drug 2: C(CN)CNCCSP(=O)(O)O. (3) Drug 1: C1=NC2=C(N1)C(=S)N=C(N2)N. Drug 2: CCC1(CC2CC(C3=C(CCN(C2)C1)C4=CC=CC=C4N3)(C5=C(C=C6C(=C5)C78CCN9C7C(C=CC9)(C(C(C8N6C=O)(C(=O)OC)O)OC(=O)C)CC)OC)C(=O)OC)O.OS(=O)(=O)O. Cell line: OVCAR-4. Synergy scores: CSS=37.4, Synergy_ZIP=-1.06, Synergy_Bliss=-0.914, Synergy_Loewe=0.358, Synergy_HSA=0.919. (4) Drug 1: C1CCC(CC1)NC(=O)N(CCCl)N=O. Drug 2: CN(C)N=NC1=C(NC=N1)C(=O)N. Cell line: U251. Synergy scores: CSS=27.9, Synergy_ZIP=-8.82, Synergy_Bliss=-4.17, Synergy_Loewe=-11.9, Synergy_HSA=-2.49. (5) Drug 1: C1=C(C(=O)NC(=O)N1)F. Drug 2: C1C(C(OC1N2C=C(C(=O)NC2=O)F)CO)O. Cell line: NCI-H226. Synergy scores: CSS=22.3, Synergy_ZIP=5.13, Synergy_Bliss=8.71, Synergy_Loewe=8.99, Synergy_HSA=9.24. (6) Drug 1: CCC1=CC2CC(C3=C(CN(C2)C1)C4=CC=CC=C4N3)(C5=C(C=C6C(=C5)C78CCN9C7C(C=CC9)(C(C(C8N6C)(C(=O)OC)O)OC(=O)C)CC)OC)C(=O)OC.C(C(C(=O)O)O)(C(=O)O)O. Drug 2: C1CC(C1)(C(=O)O)C(=O)O.[NH2-].[NH2-].[Pt+2]. Cell line: PC-3. Synergy scores: CSS=39.3, Synergy_ZIP=-4.28, Synergy_Bliss=-0.624, Synergy_Loewe=0.646, Synergy_HSA=3.18. (7) Drug 1: CS(=O)(=O)CCNCC1=CC=C(O1)C2=CC3=C(C=C2)N=CN=C3NC4=CC(=C(C=C4)OCC5=CC(=CC=C5)F)Cl. Drug 2: C#CCC(CC1=CN=C2C(=N1)C(=NC(=N2)N)N)C3=CC=C(C=C3)C(=O)NC(CCC(=O)O)C(=O)O. Cell line: EKVX. Synergy scores: CSS=9.43, Synergy_ZIP=-1.32, Synergy_Bliss=2.13, Synergy_Loewe=3.22, Synergy_HSA=1.73. (8) Drug 1: C#CCC(CC1=CN=C2C(=N1)C(=NC(=N2)N)N)C3=CC=C(C=C3)C(=O)NC(CCC(=O)O)C(=O)O. Drug 2: CS(=O)(=O)OCCCCOS(=O)(=O)C. Cell line: A498. Synergy scores: CSS=16.2, Synergy_ZIP=-5.88, Synergy_Bliss=-3.31, Synergy_Loewe=-5.21, Synergy_HSA=-1.72.